This data is from Reaction yield outcomes from USPTO patents with 853,638 reactions. The task is: Predict the reaction yield, written as a fraction of the theoretical maximum amount of product (1.0 means a 100% yield; for example, 0.34 means a 34% yield). (1) The reactants are [C:1]([N:4]1[C:8]2[CH:9]=[CH:10][CH:11]=[CH:12][C:7]=2[NH:6][C:5]1=[O:13])([CH3:3])=[CH2:2].C1(P(C2C=CC=CC=2)C2C=CC=CC=2)C=CC=CC=1.[C:33]1([CH2:43]O)[C:42]2[C:37](=[CH:38][CH:39]=[CH:40][CH:41]=2)[CH:36]=[CH:35][CH:34]=1.N(C(OC(C)C)=O)=NC(OC(C)C)=O. The catalyst is C1COCC1. The product is [C:1]([N:4]1[C:8]2[CH:9]=[CH:10][CH:11]=[CH:12][C:7]=2[N:6]([CH2:43][C:33]2[C:42]3[C:37](=[CH:38][CH:39]=[CH:40][CH:41]=3)[CH:36]=[CH:35][CH:34]=2)[C:5]1=[O:13])([CH3:3])=[CH2:2]. The yield is 0.890. (2) The product is [C:18]([Si:21]([O:12][CH:9]([CH2:8][CH2:7][C:6]1[S:5][C:4]2[CH:13]=[CH:14][CH:15]=[CH:16][C:3]=2[C:2]=1[Cl:1])[C:10]#[CH:11])([CH3:23])[CH3:22])([CH3:20])([CH3:19])[CH3:17]. The reactants are [Cl:1][C:2]1[C:3]2[CH:16]=[CH:15][CH:14]=[CH:13][C:4]=2[S:5][C:6]=1[CH2:7][CH2:8][CH:9]([OH:12])[C:10]#[CH:11].[CH3:17][C:18]([Si:21](Cl)([CH3:23])[CH3:22])([CH3:20])[CH3:19].C(N(CC)CC)C.C(=O)(O)[O-].[Na+]. The catalyst is ClCCl.CN(C1C=CN=CC=1)C. The yield is 0.730.